The task is: Predict the product of the given reaction.. This data is from Forward reaction prediction with 1.9M reactions from USPTO patents (1976-2016). (1) Given the reactants FC1(F)C2C(=CC=CC=2[C@@H]([OH:13])C)N(CC2C=CN=CC=2F)C1=O.[Cl:24][C:25]1[CH:26]=[N:27][CH:28]=[CH:29][C:30]=1[CH2:31][N:32]1[C:40]2[C:35](=[C:36]([C@@H:41]([OH:43])[CH3:42])[CH:37]=[CH:38][CH:39]=2)[C:34]([F:45])([F:44])[C:33]1=[O:46], predict the reaction product. The product is: [Cl:24][C:25]1[CH:26]=[N+:27]([O-:13])[CH:28]=[CH:29][C:30]=1[CH2:31][N:32]1[C:40]2[C:35](=[C:36]([C@@H:41]([OH:43])[CH3:42])[CH:37]=[CH:38][CH:39]=2)[C:34]([F:45])([F:44])[C:33]1=[O:46]. (2) Given the reactants F[C:2]1[C:7]([I:8])=[CH:6][CH:5]=[CH:4][N:3]=1.[Cl-].[O:10]1[CH2:15][CH2:14][CH:13]([C@H:16]([NH3+:18])[CH3:17])[CH2:12][CH2:11]1.C(=O)([O-])[O-].[Cs+].[Cs+], predict the reaction product. The product is: [I:8][C:7]1[C:2]([NH:18][C@@H:16]([CH:13]2[CH2:14][CH2:15][O:10][CH2:11][CH2:12]2)[CH3:17])=[N:3][CH:4]=[CH:5][CH:6]=1. (3) Given the reactants [CH:1]([C:4]1[CH:5]=[C:6]([C@@H:10]([NH:12][C:13]([C:15]2[CH:39]=[CH:38][C:18]3[N:19]([CH2:22][C:23]4[CH:28]=[CH:27][C:26](B5OC(C)(C)C(C)(C)O5)=[CH:25][CH:24]=4)[CH:20]=[N:21][C:17]=3[CH:16]=2)=[O:14])[CH3:11])[CH:7]=[CH:8][CH:9]=1)([CH3:3])[CH3:2].Br[C:41]1[C:42]([C:47]([O:49][CH3:50])=[O:48])=[N:43][CH:44]=[CH:45][CH:46]=1.C([O-])([O-])=O.[Na+].[Na+].O, predict the reaction product. The product is: [CH:1]([C:4]1[CH:5]=[C:6]([C@@H:10]([NH:12][C:13]([C:15]2[CH:39]=[CH:38][C:18]3[N:19]([CH2:22][C:23]4[CH:24]=[CH:25][C:26]([C:41]5[C:42]([C:47]([O:49][CH3:50])=[O:48])=[N:43][CH:44]=[CH:45][CH:46]=5)=[CH:27][CH:28]=4)[CH:20]=[N:21][C:17]=3[CH:16]=2)=[O:14])[CH3:11])[CH:7]=[CH:8][CH:9]=1)([CH3:3])[CH3:2].